From a dataset of Peptide-MHC class II binding affinity with 134,281 pairs from IEDB. Regression. Given a peptide amino acid sequence and an MHC pseudo amino acid sequence, predict their binding affinity value. This is MHC class II binding data. (1) The peptide sequence is HLAEGKVDTGVAVSR. The MHC is HLA-DQA10201-DQB10402 with pseudo-sequence HLA-DQA10201-DQB10402. The binding affinity (normalized) is 0.267. (2) The peptide sequence is VLKWHLHKAVEVPIS. The MHC is DRB1_0301 with pseudo-sequence DRB1_0301. The binding affinity (normalized) is 0.560. (3) The peptide sequence is EKKYFAATQFWPLAA. The MHC is HLA-DPA10201-DPB11401 with pseudo-sequence HLA-DPA10201-DPB11401. The binding affinity (normalized) is 0.645. (4) The peptide sequence is KQRRDDGDLKRLRDL. The binding affinity (normalized) is 0.203. The MHC is DRB1_0101 with pseudo-sequence DRB1_0101. (5) The peptide sequence is AVGLFIRLLGGESDA. The MHC is DRB1_0404 with pseudo-sequence DRB1_0404. The binding affinity (normalized) is 0.686.